This data is from Forward reaction prediction with 1.9M reactions from USPTO patents (1976-2016). The task is: Predict the product of the given reaction. Given the reactants [CH3:1][O:2][C:3](=[O:13])[C:4]1[CH:12]=[CH:11][CH:10]=[C:6]([C:7](O)=[O:8])[CH:5]=1.[CH3:14][S:15]([NH2:18])(=[O:17])=[O:16].Cl.CN(C)CCCN=C=NCC, predict the reaction product. The product is: [CH3:1][O:2][C:3](=[O:13])[C:4]1[CH:12]=[CH:11][CH:10]=[C:6]([C:7]([NH:18][S:15]([CH3:14])(=[O:17])=[O:16])=[O:8])[CH:5]=1.